This data is from Full USPTO retrosynthesis dataset with 1.9M reactions from patents (1976-2016). The task is: Predict the reactants needed to synthesize the given product. (1) Given the product [F:1][C:2]1[CH:7]=[CH:6][C:5]([C:8]2[CH:17]=[C:16]([CH2:18][O:19][CH:20]([C:27]3[CH:28]=[CH:29][C:30]([F:33])=[CH:31][CH:32]=3)[CH2:21][N:22]3[CH:26]=[CH:25][N:24]=[CH:23]3)[CH:15]=[CH:14][C:9]=2[C:10]([OH:12])=[O:11])=[CH:4][CH:3]=1, predict the reactants needed to synthesize it. The reactants are: [F:1][C:2]1[CH:7]=[CH:6][C:5]([C:8]2[CH:17]=[C:16]([CH2:18][O:19][CH:20]([C:27]3[CH:32]=[CH:31][C:30]([F:33])=[CH:29][CH:28]=3)[CH2:21][N:22]3[CH:26]=[CH:25][N:24]=[CH:23]3)[CH:15]=[CH:14][C:9]=2[C:10]([O:12]C)=[O:11])=[CH:4][CH:3]=1.[OH-].[Na+]. (2) Given the product [I:39][C:26]1[C:20]2[C:21](=[N:22][CH:23]=[C:18]([C:17]3[C:12]([NH:11][C@H:7]4[CH2:8][CH2:9][CH2:10][N:5]([S:2]([CH3:1])(=[O:3])=[O:4])[CH2:6]4)=[N:13][C:14]([S:35]([CH3:38])(=[O:36])=[O:37])=[N:15][CH:16]=3)[N:19]=2)[N:24]([CH2:27][O:28][CH2:29][CH2:30][Si:31]([CH3:33])([CH3:34])[CH3:32])[CH:25]=1, predict the reactants needed to synthesize it. The reactants are: [CH3:1][S:2]([N:5]1[CH2:10][CH2:9][CH2:8][C@H:7]([NH:11][C:12]2[C:17]([C:18]3[N:19]=[C:20]4[CH:26]=[CH:25][N:24]([CH2:27][O:28][CH2:29][CH2:30][Si:31]([CH3:34])([CH3:33])[CH3:32])[C:21]4=[N:22][CH:23]=3)=[CH:16][N:15]=[C:14]([S:35]([CH3:38])(=[O:37])=[O:36])[N:13]=2)[CH2:6]1)(=[O:4])=[O:3].[I:39]N1C(=O)CCC1=O. (3) Given the product [C:1]([O:4][C:5]1[C:14]2[C:9](=[CH:10][C:11]([O:15][CH3:16])=[CH:12][CH:13]=2)[C:8]([C:17]2[CH:22]=[CH:21][C:20]([C:33]3[CH:32]=[CH:31][C:30]([O:29][CH3:28])=[CH:35][C:34]=3[O:36][CH3:37])=[CH:19][CH:18]=2)=[C:7]([C:24]([O:26][CH3:27])=[O:25])[CH:6]=1)(=[O:3])[CH3:2], predict the reactants needed to synthesize it. The reactants are: [C:1]([O:4][C:5]1[C:14]2[C:9](=[CH:10][C:11]([O:15][CH3:16])=[CH:12][CH:13]=2)[C:8]([C:17]2[CH:22]=[CH:21][C:20](Br)=[CH:19][CH:18]=2)=[C:7]([C:24]([O:26][CH3:27])=[O:25])[CH:6]=1)(=[O:3])[CH3:2].[CH3:28][O:29][C:30]1[CH:35]=[C:34]([O:36][CH3:37])[CH:33]=[CH:32][C:31]=1B(O)O.C(=O)([O-])[O-].[Na+].[Na+].O. (4) Given the product [NH2:12][C:10]1[N:9]=[C:8]([NH:13][C:22]([C:21]2[CH:20]=[N:19][C:18]([Cl:17])=[CH:26][CH:25]=2)=[O:23])[C:7]([N+:14]([O-:16])=[O:15])=[C:6]([C:2]2[O:1][CH:5]=[CH:4][CH:3]=2)[N:11]=1, predict the reactants needed to synthesize it. The reactants are: [O:1]1[CH:5]=[CH:4][CH:3]=[C:2]1[C:6]1[N:11]=[C:10]([NH2:12])[N:9]=[C:8]([NH2:13])[C:7]=1[N+:14]([O-:16])=[O:15].[Cl:17][C:18]1[CH:26]=[CH:25][C:21]([C:22](Cl)=[O:23])=[CH:20][N:19]=1.O. (5) Given the product [OH:4][CH2:3][CH:2]([NH:1][S:17]([C:14]1[CH:13]=[CH:12][C:11]([O:10][CH3:9])=[CH:16][CH:15]=1)(=[O:19])=[O:18])[C:5]([O:7][CH3:8])=[O:6], predict the reactants needed to synthesize it. The reactants are: [NH2:1][CH:2]([C:5]([O:7][CH3:8])=[O:6])[CH2:3][OH:4].[CH3:9][O:10][C:11]1[CH:16]=[CH:15][C:14]([S:17](Cl)(=[O:19])=[O:18])=[CH:13][CH:12]=1.